This data is from Forward reaction prediction with 1.9M reactions from USPTO patents (1976-2016). The task is: Predict the product of the given reaction. Given the reactants C([N-]C(C)C)(C)C.[Li+].[I:9][C:10]1[S:11][CH:12]=[CH:13][CH:14]=1.CON(C)[C:18](=[O:21])[CH2:19][CH3:20], predict the reaction product. The product is: [I:9][C:10]1[S:11][C:12]([C:18](=[O:21])[CH2:19][CH3:20])=[CH:13][CH:14]=1.